From a dataset of Catalyst prediction with 721,799 reactions and 888 catalyst types from USPTO. Predict which catalyst facilitates the given reaction. (1) Reactant: [Cl:1][C:2]1[N:3]=[C:4](Cl)[C:5]2[CH2:10][N:9]([CH:11]([CH3:13])[CH3:12])[C:8](=[O:14])[C:6]=2[N:7]=1.[CH2:16]([O:18][C:19]1[CH:24]=[CH:23][C:22]([CH2:25][C:26]([CH3:29])([NH2:28])[CH3:27])=[CH:21][CH:20]=1)[CH3:17].C(N(C(C)C)C(C)C)C. Product: [Cl:1][C:2]1[N:3]=[C:4]([NH:28][C:26]([CH3:27])([CH3:29])[CH2:25][C:22]2[CH:23]=[CH:24][C:19]([O:18][CH2:16][CH3:17])=[CH:20][CH:21]=2)[C:5]2[CH2:10][N:9]([CH:11]([CH3:13])[CH3:12])[C:8](=[O:14])[C:6]=2[N:7]=1. The catalyst class is: 26. (2) Reactant: [Cl:1][C:2]1[C:3]([OH:13])=[C:4]([CH:8]=[C:9]([Cl:12])[C:10]=1[OH:11])[C:5]([O-:7])=[O:6]. Product: [Cl:1][C:2]1[C:3]([OH:13])=[C:4]([CH:8]=[C:9]([Cl:12])[C:10]=1[OH:11])[C:5]([OH:7])=[O:6]. The catalyst class is: 74. (3) Reactant: [CH3:1][O:2][C:3]1[C:4]([N+:12]([O-:14])=[O:13])=[CH:5][C:6]([C:9]([OH:11])=O)=[N:7][CH:8]=1.Cl.[F:16][C:17]1[CH:18]=[C:19]([C@@H:28]([C:30]2[C:35]([F:36])=[CH:34][CH:33]=[CH:32][N:31]=2)[NH2:29])[CH:20]=[CH:21][C:22]=1[O:23][C:24]([F:27])([F:26])[F:25].CN(C(ON1N=NC2C=CC=NC1=2)=[N+](C)C)C.F[P-](F)(F)(F)(F)F.CCN(C(C)C)C(C)C. Product: [F:16][C:17]1[CH:18]=[C:19]([C@@H:28]([C:30]2[C:35]([F:36])=[CH:34][CH:33]=[CH:32][N:31]=2)[NH:29][C:9](=[O:11])[C:6]2[CH:5]=[C:4]([N+:12]([O-:14])=[O:13])[C:3]([O:2][CH3:1])=[CH:8][N:7]=2)[CH:20]=[CH:21][C:22]=1[O:23][C:24]([F:27])([F:26])[F:25]. The catalyst class is: 303. (4) Reactant: [C:1]([C@@H:9]1[CH2:14][C@H:13](O)[CH:12]=[CH:11][C@@H:10]1[CH2:16][C:17](=[O:24])[C:18]1[CH:23]=[CH:22][CH:21]=[CH:20][CH:19]=1)(=[O:8])[C:2]1[CH:7]=[CH:6][CH:5]=[CH:4][CH:3]=1.[N:25]1[C:33]([NH2:34])=[C:32]2[C:28]([N:29]=[CH:30][NH:31]2)=[N:27][CH:26]=1.C1C=CC(P(C2C=CC=CC=2)C2C=CC=CC=2)=CC=1.CCOC(/N=N/C(OCC)=O)=O. Product: [C:1]([C@@H:9]1[CH2:14][C@@H:13]([N:29]2[CH:30]=[N:31][C:32]3[C:28]2=[N:27][CH:26]=[N:25][C:33]=3[NH2:34])[CH:12]=[CH:11][C@@H:10]1[CH2:16][C:17](=[O:24])[C:18]1[CH:23]=[CH:22][CH:21]=[CH:20][CH:19]=1)(=[O:8])[C:2]1[CH:7]=[CH:6][CH:5]=[CH:4][CH:3]=1. The catalyst class is: 12. (5) Reactant: [C:1]1([CH:7]2[O:11][N:10]=[C:9]([C:12]3[N:13]=[C:14]([CH:17]4[CH2:22][CH2:21][NH:20][CH2:19][CH2:18]4)[S:15][CH:16]=3)[CH2:8]2)[CH:6]=[CH:5][CH:4]=[CH:3][CH:2]=1.C(N(CC)CC)C.Cl[C:31]([O:33][C:34]1[CH:39]=[CH:38][CH:37]=[CH:36][CH:35]=1)=[O:32]. Product: [C:1]1([CH:7]2[O:11][N:10]=[C:9]([C:12]3[N:13]=[C:14]([CH:17]4[CH2:22][CH2:21][N:20]([C:31]([O:33][C:34]5[CH:39]=[CH:38][CH:37]=[CH:36][CH:35]=5)=[O:32])[CH2:19][CH2:18]4)[S:15][CH:16]=3)[CH2:8]2)[CH:2]=[CH:3][CH:4]=[CH:5][CH:6]=1. The catalyst class is: 4.